This data is from Full USPTO retrosynthesis dataset with 1.9M reactions from patents (1976-2016). The task is: Predict the reactants needed to synthesize the given product. (1) Given the product [CH3:22][S:23]([C:26]1[CH:31]=[CH:30][C:29]([CH:32]=[CH:33][C:34]([NH:21][C:18]2[CH:19]=[CH:20][C:12]([CH2:1][C:2]3[CH:10]=[CH:9][C:8]([NH:11][C:37](=[O:40])[CH:33]=[CH:32][C:29]4[CH:28]=[CH:27][C:26](=[S:23](=[O:25])=[O:24])[CH2:31][CH:30]=4)=[CH:4][CH:3]=3)=[CH:13][C:14]=2[C:15]([OH:17])=[O:16])=[O:35])=[CH:28][CH:27]=1)(=[O:25])=[O:24], predict the reactants needed to synthesize it. The reactants are: [CH2:1]([C:12]1[CH:13]=[C:14]([C:18]([NH2:21])=[CH:19][CH:20]=1)[C:15]([OH:17])=[O:16])[C:2]1[CH:3]=[C:4]([C:8]([NH2:11])=[CH:9][CH:10]=1)C(O)=O.[CH3:22][S:23]([C:26]1[CH:31]=[CH:30][C:29]([CH:32]=[CH:33][C:34](Cl)=[O:35])=[CH:28][CH:27]=1)(=[O:25])=[O:24].[C:37](=[O:40])(O)[O-].[Na+]. (2) Given the product [F:22][C:21]1[C:20]([O:23][CH3:24])=[CH:19][C:18]([O:25][CH3:26])=[C:17]([F:27])[C:16]=1[C:13]1[C:12]2[N:11]=[CH:10][CH:9]=[N:8][C:7]=2[C:6]([C:4]([OH:5])=[O:3])=[CH:15][CH:14]=1, predict the reactants needed to synthesize it. The reactants are: C([O:3][C:4]([C:6]1[C:7]2[N:8]=[CH:9][CH:10]=[N:11][C:12]=2[C:13]([C:16]2[C:21]([F:22])=[C:20]([O:23][CH3:24])[CH:19]=[C:18]([O:25][CH3:26])[C:17]=2[F:27])=[CH:14][CH:15]=1)=[O:5])C.NC1N=CC(CN(C)CC(N)=O)=CC=1.C[Al](C)C.C([O-])(O)=O.[Na+]. (3) The reactants are: [O:1]1[CH2:6][CH2:5][CH:4]([NH2:7])[CH2:3][CH2:2]1.F[C:9]1[CH:14]=[CH:13][CH:12]=[CH:11][C:10]=1[N+:15]([O-:17])=[O:16].C(=O)([O-])[O-].[K+].[K+]. Given the product [N+:15]([C:10]1[CH:11]=[CH:12][CH:13]=[CH:14][C:9]=1[NH:7][CH:4]1[CH2:5][CH2:6][O:1][CH2:2][CH2:3]1)([O-:17])=[O:16], predict the reactants needed to synthesize it. (4) Given the product [NH2:1][C:2]1[O:3][CH2:4][C@@:5]2([N:22]=1)[C:18]1[CH:17]=[C:16]([OH:19])[CH:15]=[C:14]([F:20])[C:13]=1[O:12][C:11]1[C:6]2=[CH:7][C:8]([NH:64][C:63]2[CH:65]=[CH:66][CH:67]=[C:61]([O:60][CH3:59])[CH:62]=2)=[CH:9][CH:10]=1, predict the reactants needed to synthesize it. The reactants are: [NH2:1][C:2]1[O:3][CH2:4][C@@:5]2([N:22]=1)[C:18]1[CH:17]=[C:16]([OH:19])[CH:15]=[C:14]([F:20])[C:13]=1[O:12][C:11]1[C:6]2=[CH:7][C:8](Br)=[CH:9][CH:10]=1.C(P(C(C)(C)C)C1C=CC=CC=1C1C(C(C)C)=CC(C(C)C)=CC=1C(C)C)(C)(C)C.CC(C)([O-])C.[Na+].[CH3:59][O:60][C:61]1[CH:62]=[C:63]([CH:65]=[CH:66][CH:67]=1)[NH2:64].